The task is: Predict the reactants needed to synthesize the given product.. This data is from Full USPTO retrosynthesis dataset with 1.9M reactions from patents (1976-2016). (1) Given the product [CH:1]1([N:4]([CH:33]2[CH2:35][CH2:34]2)[C:5]([C:7]2[N:30]([CH2:31][CH3:32])[C:10]3=[N:11][C:12]([NH:19][C:20]4[S:21][C:22]([C:27]([N:68]5[CH2:73][CH2:72][S:71](=[O:75])(=[O:74])[CH2:70][CH2:69]5)=[O:29])=[C:23]([CH2:25][CH3:26])[N:24]=4)=[C:13]4[N:17]=[CH:16][N:15]([CH3:18])[C:14]4=[C:9]3[CH:8]=2)=[O:6])[CH2:2][CH2:3]1, predict the reactants needed to synthesize it. The reactants are: [CH:1]1([N:4]([CH:33]2[CH2:35][CH2:34]2)[C:5]([C:7]2[N:30]([CH2:31][CH3:32])[C:10]3=[N:11][C:12]([NH:19][C:20]4[S:21][C:22]([C:27]([OH:29])=O)=[C:23]([CH2:25][CH3:26])[N:24]=4)=[C:13]4[N:17]=[CH:16][N:15]([CH3:18])[C:14]4=[C:9]3[CH:8]=2)=[O:6])[CH2:3][CH2:2]1.CN(C(ON1N=NC2C=CC=NC1=2)=[N+](C)C)C.F[P-](F)(F)(F)(F)F.N1C(C)=CC=CC=1C.[NH:68]1[CH2:73][CH2:72][S:71](=[O:75])(=[O:74])[CH2:70][CH2:69]1. (2) Given the product [CH:2]([OH:4])=[O:3].[NH2:32][C:26]1[C:27]([NH:31][C:2](=[O:3])[O:4][CH:5]([CH3:7])[CH3:6])=[C:28]([NH2:30])[N:29]=[C:24]([C:17]2[N:16]=[C:15]([CH2:14][C:13]3[CH:33]=[CH:34][CH:35]=[CH:36][C:12]=3[F:11])[N:19]3[C:18]=2[CH:23]=[CH:22][CH:21]=[N:20]3)[N:25]=1, predict the reactants needed to synthesize it. The reactants are: Cl[C:2]([O:4][CH:5]([CH3:7])[CH3:6])=[O:3].Cl.Cl.Cl.[F:11][C:12]1[CH:36]=[CH:35][CH:34]=[CH:33][C:13]=1[CH2:14][C:15]1[N:19]2[N:20]=[CH:21][CH:22]=[CH:23][C:18]2=[C:17]([C:24]2[N:29]=[C:28]([NH2:30])[C:27]([NH2:31])=[C:26]([NH2:32])[N:25]=2)[N:16]=1. (3) The reactants are: [C:1]1([CH3:60])[CH:6]=[CH:5][C:4]([S:7]([N:10]2[CH2:18][CH2:17][N:16](S(C3C=CC(C)=CC=3)(=O)=O)[CH2:15][CH2:14][N:13]([CH2:29][CH2:30][N:31]3[CH2:39][CH2:38][N:37](S(C4C=CC(C)=CC=4)(=O)=O)[CH2:36][CH2:35][N:34]([S:50]([C:53]4[CH:58]=[CH:57][C:56]([CH3:59])=[CH:55][CH:54]=4)(=[O:52])=[O:51])[CH2:33][CH2:32]3)[CH2:12][CH2:11]2)(=[O:9])=[O:8])=[CH:3][CH:2]=1.S(=O)(=O)(O)O. Given the product [C:56]1([CH3:59])[CH:55]=[CH:54][C:53]([S:50]([N:34]2[CH2:35][CH2:36][NH:37][CH2:38][CH2:39][N:31]([CH2:30][CH2:29][N:13]3[CH2:14][CH2:15][NH:16][CH2:17][CH2:18][N:10]([S:7]([C:4]4[CH:5]=[CH:6][C:1]([CH3:60])=[CH:2][CH:3]=4)(=[O:9])=[O:8])[CH2:11][CH2:12]3)[CH2:32][CH2:33]2)(=[O:51])=[O:52])=[CH:58][CH:57]=1, predict the reactants needed to synthesize it. (4) Given the product [CH:9]1[C:10]([F:13])=[CH:11][C:12]2[CH:4]=[CH:5][O:6][C:7]=2[CH:8]=1, predict the reactants needed to synthesize it. The reactants are: C(O[CH:4](OCC)[CH2:5][O:6][C:7]1[CH:12]=[CH:11][C:10]([F:13])=[CH:9][CH:8]=1)C. (5) Given the product [C:1]([N:5]1[C:10](=[O:11])[C:9]([Cl:12])=[C:8]([O:13][CH:14]([C:17]2[CH:18]=[CH:19][C:20]([C:23]([CH3:26])([CH3:25])[CH3:24])=[CH:21][CH:22]=2)[CH2:15][O:16][S:39]([C:34]2[CH:33]=[CH:38][C:37]([CH3:28])=[CH:36][CH:35]=2)(=[O:40])=[O:41])[CH:7]=[N:6]1)([CH3:4])([CH3:3])[CH3:2], predict the reactants needed to synthesize it. The reactants are: [C:1]([N:5]1[C:10](=[O:11])[C:9]([Cl:12])=[C:8]([O:13][CH:14]([C:17]2[CH:22]=[CH:21][C:20]([C:23]([CH3:26])([CH3:25])[CH3:24])=[CH:19][CH:18]=2)[CH2:15][OH:16])[CH:7]=[N:6]1)([CH3:4])([CH3:3])[CH3:2].N1C=CC=C[CH:28]=1.[C:33]1(C)[C:34]([S:39](Cl)(=[O:41])=[O:40])=[CH:35][CH:36]=[CH:37][CH:38]=1.